The task is: Predict the reactants needed to synthesize the given product.. This data is from Full USPTO retrosynthesis dataset with 1.9M reactions from patents (1976-2016). (1) Given the product [C:1]([C:3]1[N:4]([C:13]([O:15][C:16]([CH3:19])([CH3:18])[CH3:17])=[O:14])[C:5]2[C:10]([CH:11]=1)=[CH:9][C:8]([CH2:12][Br:20])=[CH:7][CH:6]=2)#[N:2], predict the reactants needed to synthesize it. The reactants are: [C:1]([C:3]1[N:4]([C:13]([O:15][C:16]([CH3:19])([CH3:18])[CH3:17])=[O:14])[C:5]2[C:10]([CH:11]=1)=[CH:9][C:8]([CH3:12])=[CH:7][CH:6]=2)#[N:2].[Br:20]N1C(=O)CCC1=O. (2) Given the product [Br:22][C:23]1[N:24]=[CH:25][N:26]([C:2]2[N:7]=[C:6]([C:8]([F:11])([F:10])[F:9])[CH:5]=[C:4]([C:12]3[CH:17]=[CH:16][CH:15]=[C:14]([C:18]([F:21])([F:20])[F:19])[CH:13]=3)[N:3]=2)[CH:27]=1, predict the reactants needed to synthesize it. The reactants are: Cl[C:2]1[N:7]=[C:6]([C:8]([F:11])([F:10])[F:9])[CH:5]=[C:4]([C:12]2[CH:17]=[CH:16][CH:15]=[C:14]([C:18]([F:21])([F:20])[F:19])[CH:13]=2)[N:3]=1.[Br:22][C:23]1[N:24]=[CH:25][NH:26][CH:27]=1. (3) Given the product [C:32]([O:36][C:37]([N:39]1[C@@H:43]([CH2:44][C@@H:45]([O:15][C:11]2[CH:12]=[CH:13][CH:14]=[C:9]([O:8][CH2:1][C:2]3[CH:3]=[CH:4][CH:5]=[CH:6][CH:7]=3)[CH:10]=2)[CH2:46][CH3:47])[CH2:42][O:41][C:40]1([CH3:49])[CH3:50])=[O:38])([CH3:35])([CH3:34])[CH3:33], predict the reactants needed to synthesize it. The reactants are: [CH2:1]([O:8][C:9]1[CH:10]=[C:11]([OH:15])[CH:12]=[CH:13][CH:14]=1)[C:2]1[CH:7]=[CH:6][CH:5]=[CH:4][CH:3]=1.N(C(OC(C)(C)C)=O)=NC(OC(C)(C)C)=O.[C:32]([O:36][C:37]([N:39]1[C@@H:43]([CH2:44][C@H:45](O)[CH2:46][CH3:47])[CH2:42][O:41][C:40]1([CH3:50])[CH3:49])=[O:38])([CH3:35])([CH3:34])[CH3:33]. (4) Given the product [N+:11]([C:14]1[CH:15]=[C:16]([CH:17]=[C:18]([C:20]([F:21])([F:22])[F:23])[CH:19]=1)[CH:24]=[O:25])([O-:13])=[O:12], predict the reactants needed to synthesize it. The reactants are: C(Cl)(=O)C(Cl)=O.CS(C)=O.[N+:11]([C:14]1[CH:15]=[C:16]([CH2:24][OH:25])[CH:17]=[C:18]([C:20]([F:23])([F:22])[F:21])[CH:19]=1)([O-:13])=[O:12].C(N(CC)CC)C.